Task: Regression. Given two drug SMILES strings and cell line genomic features, predict the synergy score measuring deviation from expected non-interaction effect.. Dataset: NCI-60 drug combinations with 297,098 pairs across 59 cell lines (1) Drug 1: CCC1=CC2CC(C3=C(CN(C2)C1)C4=CC=CC=C4N3)(C5=C(C=C6C(=C5)C78CCN9C7C(C=CC9)(C(C(C8N6C)(C(=O)OC)O)OC(=O)C)CC)OC)C(=O)OC.C(C(C(=O)O)O)(C(=O)O)O. Drug 2: CCC1(C2=C(COC1=O)C(=O)N3CC4=CC5=C(C=CC(=C5CN(C)C)O)N=C4C3=C2)O.Cl. Cell line: K-562. Synergy scores: CSS=65.2, Synergy_ZIP=-1.97, Synergy_Bliss=-1.97, Synergy_Loewe=-3.38, Synergy_HSA=-1.19. (2) Drug 2: C1=CN(C(=O)N=C1N)C2C(C(C(O2)CO)O)O.Cl. Drug 1: C1=CC(=C2C(=C1NCCNCCO)C(=O)C3=C(C=CC(=C3C2=O)O)O)NCCNCCO. Synergy scores: CSS=33.6, Synergy_ZIP=-8.78, Synergy_Bliss=-2.30, Synergy_Loewe=-1.08, Synergy_HSA=0.438. Cell line: EKVX. (3) Drug 1: CN(C)N=NC1=C(NC=N1)C(=O)N. Drug 2: CC(C)NC(=O)C1=CC=C(C=C1)CNNC.Cl. Cell line: MDA-MB-435. Synergy scores: CSS=6.81, Synergy_ZIP=1.92, Synergy_Bliss=5.90, Synergy_Loewe=-2.06, Synergy_HSA=0.880.